From a dataset of Reaction yield outcomes from USPTO patents with 853,638 reactions. Predict the reaction yield, written as a fraction of the theoretical maximum amount of product (1.0 means a 100% yield; for example, 0.34 means a 34% yield). (1) The reactants are [NH2:1][C:2]1[C:3]([C:7](=[NH:18])[N:8]([C:10]2[CH:15]=[CH:14][C:13]([F:16])=[C:12]([Br:17])[CH:11]=2)O)=[N:4][O:5][N:6]=1.C1N=CN(C(N2C=NC=C2)=O)C=1.[C:31]([O:34]CC)(=[O:33])C. No catalyst specified. The product is [NH2:1][C:2]1[C:3]([C:7]2[N:8]([C:10]3[CH:15]=[CH:14][C:13]([F:16])=[C:12]([Br:17])[CH:11]=3)[C:31](=[O:33])[O:34][N:18]=2)=[N:4][O:5][N:6]=1. The yield is 0.850. (2) The reactants are [Br:1][CH2:2][CH2:3][O:4][C:5]1[CH:13]=[CH:12][C:8]([C:9](Cl)=[O:10])=[CH:7][C:6]=1[F:14].[Al+3].[Cl-].[Cl-].[Cl-].[C:19]1([O:25][CH3:26])[CH:24]=[CH:23][CH:22]=[CH:21][CH:20]=1.Cl. The catalyst is ClCCl. The product is [Br:1][CH2:2][CH2:3][O:4][C:5]1[CH:13]=[CH:12][C:8]([C:9]([C:22]2[CH:23]=[CH:24][C:19]([O:25][CH3:26])=[CH:20][CH:21]=2)=[O:10])=[CH:7][C:6]=1[F:14]. The yield is 0.770. (3) The reactants are C1(P(=O)(C2C=CC=CC=2)C2C=CC=CC=2)C=CC=CC=1.FC(F)(F)S(OS(C(F)(F)F)(=O)=O)(=O)=O.[C:36]([O:42][C:43]1[CH:44]=[C:45]2[C:49](=[C:50]([N+:52]([O-:54])=[O:53])[CH:51]=1)[NH:48][C:47]([C:55]([NH:57][CH2:58][CH:59]([S:65]CC1C=CC=CC=1)[CH:60]([O:63][CH3:64])[O:61][CH3:62])=O)=[CH:46]2)(=[O:41])[C:37]([CH3:40])([CH3:39])[CH3:38].C1(SC)C=CC=CC=1.C(=O)([O-])O.[Na+]. The catalyst is ClCCl. The product is [C:36]([O:42][C:43]1[CH:44]=[C:45]2[C:49](=[C:50]([N+:52]([O-:54])=[O:53])[CH:51]=1)[NH:48][C:47]([C:55]1[S:65][CH:59]([CH:60]([O:61][CH3:62])[O:63][CH3:64])[CH2:58][N:57]=1)=[CH:46]2)(=[O:41])[C:37]([CH3:39])([CH3:38])[CH3:40]. The yield is 0.580.